Dataset: Forward reaction prediction with 1.9M reactions from USPTO patents (1976-2016). Task: Predict the product of the given reaction. (1) Given the reactants [C:1]([C:5]1[CH:10]=[CH:9][C:8]([N:11]2[CH:15]([C:16]3[CH:21]=[CH:20][C:19](B4OC(C)(C)C(C)(C)O4)=[CH:18][CH:17]=3)[CH2:14][CH2:13][CH:12]2[C:31]2[CH:36]=[CH:35][C:34]([N+:37]([O-:39])=[O:38])=[CH:33][CH:32]=2)=[CH:7][CH:6]=1)([CH3:4])([CH3:3])[CH3:2].Br[C:41]1[N:42]=[C:43]([C@@H:46]2[CH2:50][CH2:49][CH2:48][N:47]2[C:51]([O:53][C:54]([CH3:57])([CH3:56])[CH3:55])=[O:52])[NH:44][CH:45]=1.C(O)C.C(=O)(O)[O-].[Na+], predict the reaction product. The product is: [C:1]([C:5]1[CH:6]=[CH:7][C:8]([N:11]2[CH:12]([C:31]3[CH:36]=[CH:35][C:34]([N+:37]([O-:39])=[O:38])=[CH:33][CH:32]=3)[CH2:13][CH2:14][CH:15]2[C:16]2[CH:21]=[CH:20][C:19]([C:45]3[N:44]=[C:43]([C@@H:46]4[CH2:50][CH2:49][CH2:48][N:47]4[C:51]([O:53][C:54]([CH3:57])([CH3:56])[CH3:55])=[O:52])[NH:42][CH:41]=3)=[CH:18][CH:17]=2)=[CH:9][CH:10]=1)([CH3:2])([CH3:4])[CH3:3]. (2) The product is: [F:21][C:2]([F:1])([F:20])[C:3]1[CH:4]=[C:5]([C@H:13]2[O:17][C:16](=[O:18])[N:15]([CH2:35][C:34]3[CH:37]=[C:38]([C:41]([F:42])([F:44])[F:43])[CH:39]=[CH:40][C:33]=3[Br:32])[C@H:14]2[CH3:19])[CH:6]=[C:7]([C:9]([F:10])([F:11])[F:12])[CH:8]=1. Given the reactants [F:1][C:2]([F:21])([F:20])[C:3]1[CH:4]=[C:5]([C@H:13]2[O:17][C:16](=[O:18])[NH:15][C@H:14]2[CH3:19])[CH:6]=[C:7]([C:9]([F:12])([F:11])[F:10])[CH:8]=1.C[Si](C)(C)N[Si](C)(C)C.[Na].[Br:32][C:33]1[CH:40]=[CH:39][C:38]([C:41]([F:44])([F:43])[F:42])=[CH:37][C:34]=1[CH2:35]Br.CCOC(C)=O, predict the reaction product. (3) Given the reactants [CH3:1][O:2][C:3]([C:5]1[C:6]([CH3:29])=[C:7]([NH:15][CH:16]2[CH2:21][CH2:20][N:19]([C:22]([O:24][C:25]([CH3:28])([CH3:27])[CH3:26])=[O:23])[CH2:18][CH2:17]2)[CH:8]=[C:9]([C:11]([F:14])([F:13])[F:12])[CH:10]=1)=[O:4].[CH:30](=O)[CH3:31].C(O[BH-](OC(=O)C)OC(=O)C)(=O)C.[Na+].C([O-])(O)=O.[Na+], predict the reaction product. The product is: [C:25]([O:24][C:22]([N:19]1[CH2:18][CH2:17][CH:16]([N:15]([CH2:30][CH3:31])[C:7]2[CH:8]=[C:9]([C:11]([F:13])([F:14])[F:12])[CH:10]=[C:5]([C:3]([O:2][CH3:1])=[O:4])[C:6]=2[CH3:29])[CH2:21][CH2:20]1)=[O:23])([CH3:26])([CH3:28])[CH3:27]. (4) Given the reactants [C:1]([C:3]1[CH:8]=[CH:7][C:6]([NH:9][C:10]2[N:15]=[C:14]([NH:16][CH2:17][CH2:18][CH3:19])[C:13]([C:20]([O:22]CC)=[O:21])=[CH:12][N:11]=2)=[CH:5][CH:4]=1)#[N:2].Cl, predict the reaction product. The product is: [C:1]([C:3]1[CH:8]=[CH:7][C:6]([NH:9][C:10]2[N:15]=[C:14]([NH:16][CH2:17][CH2:18][CH3:19])[C:13]([C:20]([OH:22])=[O:21])=[CH:12][N:11]=2)=[CH:5][CH:4]=1)#[N:2]. (5) Given the reactants Cl.Cl.CCOCC.Cl.Cl.[F:10][C:11]1[CH:12]=[C:13]2[C:17](=[CH:18][CH:19]=1)[NH:16][CH:15]=[C:14]2[CH2:20][CH2:21][CH2:22][CH2:23][NH:24][CH:25]1[CH2:38][O:37][C:28]2=[C:29]3[C:34](=[CH:35][CH:36]=[C:27]2[CH2:26]1)[N:33]=[CH:32][CH:31]=[CH:30]3.O, predict the reaction product. The product is: [F:10][C:11]1[CH:12]=[C:13]2[C:17](=[CH:18][CH:19]=1)[NH:16][CH:15]=[C:14]2[CH2:20][CH2:21][CH2:22][CH2:23][NH:24][CH:25]1[CH2:38][O:37][C:28]2=[C:29]3[C:34](=[CH:35][CH:36]=[C:27]2[CH2:26]1)[N:33]=[CH:32][CH:31]=[CH:30]3. (6) Given the reactants S(O)(O)(=O)=O.[CH3:6][S:7][C:8]1[N:13]=[C:12]([NH2:14])[C:11]([NH2:15])=[C:10]([NH2:16])[N:9]=1.O.O.[Cl-:19].[Ba+2].[Cl-].C1(C)C=CC=CC=1, predict the reaction product. The product is: [ClH:19].[ClH:19].[NH2:16][C:10]1[C:11]([NH2:15])=[C:12]([NH2:14])[N:13]=[C:8]([S:7][CH3:6])[N:9]=1.